Task: Predict the reaction yield, written as a fraction of the theoretical maximum amount of product (1.0 means a 100% yield; for example, 0.34 means a 34% yield).. Dataset: Reaction yield outcomes from USPTO patents with 853,638 reactions The reactants are C([Li])CCC.CCCCCC.[CH2:12]([O:14][C:15]1[C:20]([O:21][CH3:22])=[CH:19][C:18](I)=[CH:17][C:16]=1[O:24][CH3:25])[CH3:13].C(=O)=O.CC(C)=O.[B:33](OC(C)C)([O:38]C(C)C)[O:34]C(C)C. The catalyst is O1CCCC1. The product is [CH2:12]([O:14][C:15]1[C:20]([O:21][CH3:22])=[CH:19][C:18]([B:33]([OH:38])[OH:34])=[CH:17][C:16]=1[O:24][CH3:25])[CH3:13]. The yield is 0.390.